Dataset: Catalyst prediction with 721,799 reactions and 888 catalyst types from USPTO. Task: Predict which catalyst facilitates the given reaction. (1) Reactant: [Cl-].[Al+3].[Cl-].[Cl-].[CH3:5][O:6][C:7]1[CH:8]=[C:9]([CH2:13][CH2:14][OH:15])[CH:10]=[CH:11][CH:12]=1.[C:16](Cl)(=[O:18])[CH3:17].Cl.[C:21](OCC)(=[O:23])[CH3:22]. Product: [C:16]([C:10]1[CH:11]=[CH:12][C:7]([O:6][CH3:5])=[CH:8][C:9]=1[CH2:13][CH2:14][O:15][C:21](=[O:23])[CH3:22])(=[O:18])[CH3:17]. The catalyst class is: 635. (2) Reactant: Br[C:2]1[CH:7]=[CH:6][C:5]([N:8]2[C:16]3[C:15]([OH:17])=[C:14](C(OCC)=O)[C:13](=[O:23])[NH:12][C:11]=3[CH:10]=[CH:9]2)=[CH:4][CH:3]=1.[OH:24][C:25]1[CH:30]=[CH:29][CH:28]=[CH:27][C:26]=1B(O)O.C(=O)([O-])[O-].[Cs+].[Cs+].O1CCOCC1. Product: [OH:17][C:15]1[C:16]2[N:8]([C:5]3[CH:4]=[CH:3][C:2]([C:26]4[CH:27]=[CH:28][CH:29]=[CH:30][C:25]=4[OH:24])=[CH:7][CH:6]=3)[CH:9]=[CH:10][C:11]=2[NH:12][C:13](=[O:23])[CH:14]=1. The catalyst class is: 103. (3) Reactant: [NH2:1][C:2]1[C:3]([CH3:28])=[N:4][C:5]([O:9][CH2:10][C:11]([N:13]([CH:15]2[CH2:20][CH2:19][N:18]([CH2:21][C:22]3[CH:27]=[CH:26][CH:25]=[CH:24][CH:23]=3)[CH2:17][CH2:16]2)[CH3:14])=[O:12])=[N:6][C:7]=1[CH3:8].[CH3:29][S:30]([OH:33])(=[O:32])=[O:31]. Product: [CH3:29][S:30]([OH:33])(=[O:32])=[O:31].[NH2:1][C:2]1[C:7]([CH3:8])=[N:6][C:5]([O:9][CH2:10][C:11]([N:13]([CH:15]2[CH2:20][CH2:19][N:18]([CH2:21][C:22]3[CH:23]=[CH:24][CH:25]=[CH:26][CH:27]=3)[CH2:17][CH2:16]2)[CH3:14])=[O:12])=[N:4][C:3]=1[CH3:28]. The catalyst class is: 5. (4) Reactant: Cl[C:2]1[CH:7]=[CH:6][C:5]([N+:8]([O-:10])=[O:9])=[CH:4][C:3]=1[O:11][CH3:12].[NH:13]1[CH2:17][CH2:16][C@@H:15]([OH:18])[CH2:14]1. Product: [CH3:12][O:11][C:3]1[CH:4]=[C:5]([N+:8]([O-:10])=[O:9])[CH:6]=[CH:7][C:2]=1[N:13]1[CH2:17][CH2:16][C@@H:15]([OH:18])[CH2:14]1. The catalyst class is: 797.